The task is: Predict the product of the given reaction.. This data is from Forward reaction prediction with 1.9M reactions from USPTO patents (1976-2016). (1) The product is: [ClH:14].[NH2:8][C:7]1[C:2]([F:1])=[C:3]([F:13])[CH:4]=[C:5]([F:12])[C:6]=1[SH:10]. Given the reactants [F:1][C:2]1[C:7]2[N:8]=C(C)[S:10][C:6]=2[C:5]([F:12])=[CH:4][C:3]=1[F:13].[ClH:14].O1CCOCC1, predict the reaction product. (2) Given the reactants [Br:1][C:2]1[CH:11]=[CH:10][C:9]([C:12]([F:15])([F:14])[F:13])=[CH:8][C:3]=1[CH2:4][NH:5][CH2:6][CH3:7].Cl[C:17]([O:19][CH2:20][C:21]1[CH:26]=[CH:25][CH:24]=[CH:23][CH:22]=1)=[O:18], predict the reaction product. The product is: [CH2:20]([O:19][C:17](=[O:18])[N:5]([CH2:4][C:3]1[CH:8]=[C:9]([C:12]([F:13])([F:14])[F:15])[CH:10]=[CH:11][C:2]=1[Br:1])[CH2:6][CH3:7])[C:21]1[CH:26]=[CH:25][CH:24]=[CH:23][CH:22]=1.